Dataset: Full USPTO retrosynthesis dataset with 1.9M reactions from patents (1976-2016). Task: Predict the reactants needed to synthesize the given product. Given the product [C:7]1([CH3:41])[CH:8]=[CH:9][C:10]([C:13]2[N:14]=[C:15]3[CH2:29][CH2:28][CH2:27][N:26]([CH2:30][CH2:31][CH2:32][CH:33]([OH:40])[CH:34]([OH:39])[CH2:35][C:36]([O:38][CH3:52])=[O:37])[C:16]3=[N:17][C:18]=2[C:19]2[CH:20]=[CH:21][C:22]([CH3:25])=[CH:23][CH:24]=2)=[CH:11][CH:12]=1, predict the reactants needed to synthesize it. The reactants are: [Mn]([O-])(=O)(=O)=O.[K+].[C:7]1([CH3:41])[CH:12]=[CH:11][C:10]([C:13]2[N:14]=[C:15]3[CH2:29][CH2:28][CH2:27][N:26]([CH2:30][CH2:31][CH2:32][CH:33]([OH:40])[CH:34]([OH:39])[CH2:35][C:36]([OH:38])=[O:37])[C:16]3=[N:17][C:18]=2[C:19]2[CH:24]=[CH:23][C:22]([CH3:25])=[CH:21][CH:20]=2)=[CH:9][CH:8]=1.S(S([O-])=O)([O-])(=O)=O.[Na+].[Na+].Cl[CH2:52]Cl.